This data is from Catalyst prediction with 721,799 reactions and 888 catalyst types from USPTO. The task is: Predict which catalyst facilitates the given reaction. (1) Reactant: [OH-].[NH4+:2].[C:3]([NH:7][S:8]([C:11]1[CH:16]=[C:15]([O:17][CH3:18])[CH:14]=[CH:13][C:12]=1[S:19](Cl)(=[O:21])=[O:20])(=[O:10])=[O:9])([CH3:6])([CH3:5])[CH3:4]. Product: [C:3]([NH:7][S:8]([C:11]1[CH:16]=[C:15]([O:17][CH3:18])[CH:14]=[CH:13][C:12]=1[S:19]([NH2:2])(=[O:21])=[O:20])(=[O:10])=[O:9])([CH3:6])([CH3:5])[CH3:4]. The catalyst class is: 7. (2) Reactant: [CH3:1][O:2][C:3]1[CH:10]=[CH:9][C:6]([CH:7]=[O:8])=[CH:5][CH:4]=1.[Br:11]Br. Product: [Br:11][C:4]1[CH:5]=[C:6]([CH:9]=[CH:10][C:3]=1[O:2][CH3:1])[CH:7]=[O:8]. The catalyst class is: 26.